Binary Classification. Given a miRNA mature sequence and a target amino acid sequence, predict their likelihood of interaction. From a dataset of Experimentally validated miRNA-target interactions with 360,000+ pairs, plus equal number of negative samples. (1) The miRNA is hsa-miR-1225-3p with sequence UGAGCCCCUGUGCCGCCCCCAG. The protein sequence of the target gene is MASAVFEGTSLVNMFVRGCWVNGIRRLIVSRRGDEEEFFEIRTEWSDRSVLYLHRSLADLGRLWQRLRDAFPEDRSELAQGPLRQGLVAIKEAHDIETRLNEVEKLLKTIISMPCKYSRSEVVLTFFERSPLDQVLKNDNVHKIQPSFQSPVKISEIMRSNGFCLANTETIVIDHSIPNGRDQQLGVDPTEHLFENGSEFPSELEDGDDPAAYVTNLSYYHLVPFETDIWD. Result: 1 (interaction). (2) The miRNA is hsa-miR-627-5p with sequence GUGAGUCUCUAAGAAAAGAGGA. The protein sequence of the target gene is MEAERRRQAEKPKKGRVGSNLLPERHPATGTPTTTVDSSAPPCRRLPGAGGGRSRFSPQGGQRGRPHSRRRHRTTFSPVQLEQLESAFGRNQYPDIWARESLARDTGLSEARIQVWFQNRRAKQRKQERSLLQPLAHLSPAAFSSFLPESTACPYSYAAPPPPVTCFPHPYSHALPSQPSTGGAFALSHQSEDWYPTLHPAPAGHLPCPPPPPMLPLSLEPSKSWN. Result: 0 (no interaction). (3) The protein sequence of the target gene is MMVSICEQKLQHFSAVFLLILCLGMMSAAPPPDPSLDNEWKEWKTKFAKAYNLNEERHRRLVWEENKKKIEAHNADYEQGKTSFYMGLNQFSDLTPEEFKTNCYGNSLNRGEMAPDLPEYEDLGKNSYLTPGRAQPE. Result: 0 (no interaction). The miRNA is cel-miR-1822-3p with sequence GAGCUGCCCUCAGAAAAACUCU.